Task: Regression. Given a peptide amino acid sequence and an MHC pseudo amino acid sequence, predict their binding affinity value. This is MHC class I binding data.. Dataset: Peptide-MHC class I binding affinity with 185,985 pairs from IEDB/IMGT The peptide sequence is FEIKSAKKF. The MHC is HLA-B40:01 with pseudo-sequence HLA-B40:01. The binding affinity (normalized) is 0.312.